This data is from Forward reaction prediction with 1.9M reactions from USPTO patents (1976-2016). The task is: Predict the product of the given reaction. (1) Given the reactants [CH3:1][O:2][C:3]1[CH:11]=[CH:10][C:6]([C:7]([OH:9])=O)=[CH:5][C:4]=1[O:12][S:13]([CH3:16])(=[O:15])=[O:14].CN(C(ON1N=NC2C=CC=NC1=2)=[N+](C)C)C.F[P-](F)(F)(F)(F)F.CN1CCOCC1.[SH:48][CH2:49][C:50]([OH:52])=[O:51], predict the reaction product. The product is: [CH3:1][O:2][C:3]1[CH:11]=[CH:10][C:6]([C:7]([S:48][CH2:49][C:50]([OH:52])=[O:51])=[O:9])=[CH:5][C:4]=1[O:12][S:13]([CH3:16])(=[O:15])=[O:14]. (2) Given the reactants [C:1]([O:5][C:6]([N:8]1[C:16]2[C:11](=[CH:12][CH:13]=[C:14]([O:17][Si](C(C)(C)C)(C3C=CC=CC=3)C3C=CC=CC=3)[CH:15]=2)[C:10]([CH:35]2[CH2:38][CH2:37][CH2:36]2)=[N:9]1)=[O:7])([CH3:4])([CH3:3])[CH3:2].CCCC[N+](CCCC)(CCCC)CCCC.[F-].C1COCC1.O, predict the reaction product. The product is: [C:1]([O:5][C:6]([N:8]1[C:16]2[C:11](=[CH:12][CH:13]=[C:14]([OH:17])[CH:15]=2)[C:10]([CH:35]2[CH2:36][CH2:37][CH2:38]2)=[N:9]1)=[O:7])([CH3:4])([CH3:2])[CH3:3]. (3) Given the reactants C([O:3][C:4](=[O:40])[CH2:5][C:6]1[C:7]2[CH:14]=[CH:13][C:12]([C:15]3[CH:20]=[CH:19][C:18]([O:21][CH2:22][C:23]4[N:24]([C:31]5[C:36]([Cl:37])=[CH:35][CH:34]=[CH:33][C:32]=5[Cl:38])[N:25]=[CH:26][C:27]=4[CH:28]([CH3:30])[CH3:29])=[CH:17][C:16]=3[CH3:39])=[CH:11][C:8]=2[S:9][CH:10]=1)C.[OH-].[Na+], predict the reaction product. The product is: [Cl:37][C:36]1[CH:35]=[CH:34][CH:33]=[C:32]([Cl:38])[C:31]=1[N:24]1[C:23]([CH2:22][O:21][C:18]2[CH:19]=[CH:20][C:15]([C:12]3[CH:13]=[CH:14][C:7]4[C:6]([CH2:5][C:4]([OH:40])=[O:3])=[CH:10][S:9][C:8]=4[CH:11]=3)=[C:16]([CH3:39])[CH:17]=2)=[C:27]([CH:28]([CH3:30])[CH3:29])[CH:26]=[N:25]1. (4) Given the reactants [NH2:1][C@H:2]1[CH2:7][CH2:6][CH2:5][CH2:4][C@H:3]1[NH:8][C:9]1[C:17]([F:18])=[CH:16][C:12]([C:13]([NH2:15])=[O:14])=[C:11]([NH:19][C:20]2[CH:21]=[C:22]3[C:27](=[C:28]([O:30]CC4C=CC=CC=4)[CH:29]=2)[N:26]=[CH:25][CH:24]=[CH:23]3)[N:10]=1, predict the reaction product. The product is: [NH2:1][C@H:2]1[CH2:7][CH2:6][CH2:5][CH2:4][C@H:3]1[NH:8][C:9]1[C:17]([F:18])=[CH:16][C:12]([C:13]([NH2:15])=[O:14])=[C:11]([NH:19][C:20]2[CH:21]=[C:22]3[C:27](=[C:28]([OH:30])[CH:29]=2)[N:26]=[CH:25][CH:24]=[CH:23]3)[N:10]=1. (5) Given the reactants Br[CH2:2][CH2:3][CH2:4][CH2:5][O:6][C:7]1[CH:8]=[CH:9][C:10]2[C:14]([C:15]3[CH:20]=[CH:19][C:18]([C:21]([F:24])([F:23])[F:22])=[CH:17][CH:16]=3)=[C:13]([CH3:25])[S:12][C:11]=2[CH:26]=1.[CH2:27]([NH:29][CH2:30][CH2:31][OH:32])[CH3:28], predict the reaction product. The product is: [CH2:27]([N:29]([CH2:2][CH2:3][CH2:4][CH2:5][O:6][C:7]1[CH:8]=[CH:9][C:10]2[C:14]([C:15]3[CH:20]=[CH:19][C:18]([C:21]([F:24])([F:23])[F:22])=[CH:17][CH:16]=3)=[C:13]([CH3:25])[S:12][C:11]=2[CH:26]=1)[CH2:30][CH2:31][OH:32])[CH3:28]. (6) Given the reactants [OH:1][C@H:2]1[CH2:7][CH2:6][C@H:5]([NH:8][S:9]([C:12]2[CH:17]=[CH:16][C:15]([C:18]([F:21])([F:20])[F:19])=[CH:14][CH:13]=2)(=[O:11])=[O:10])[CH2:4][CH2:3]1.C([O-])([O-])=O.[K+].[K+].[CH2:28](Br)[CH3:29], predict the reaction product. The product is: [CH2:28]([N:8]([C@H:5]1[CH2:6][CH2:7][C@H:2]([OH:1])[CH2:3][CH2:4]1)[S:9]([C:12]1[CH:17]=[CH:16][C:15]([C:18]([F:21])([F:19])[F:20])=[CH:14][CH:13]=1)(=[O:11])=[O:10])[CH3:29]. (7) The product is: [CH2:7]([C:8]1([NH2:9])[CH2:11][CH2:10]1)[C:1]1[CH:6]=[CH:5][CH:4]=[CH:3][CH:2]=1. Given the reactants [C:1]1([CH2:7][C:8]#[N:9])[CH:6]=[CH:5][CH:4]=[CH:3][CH:2]=1.[CH2:10]([Mg]Br)[CH3:11].B(F)(F)F.[OH-].[Na+], predict the reaction product. (8) Given the reactants C[Si]([Br:5])(C)C.[F:6][C:7]1[C:8]([C:15]2[S:16][C:17]3[C:18](Cl)=[N:19][CH:20]=[C:21]([F:24])[C:22]=3[N:23]=2)=[C:9]([CH:12]=[CH:13][CH:14]=1)[C:10]#[N:11].C(=O)(O)[O-].[Na+], predict the reaction product. The product is: [Br:5][C:18]1[C:17]2[S:16][C:15]([C:8]3[C:7]([F:6])=[CH:14][CH:13]=[CH:12][C:9]=3[C:10]#[N:11])=[N:23][C:22]=2[C:21]([F:24])=[CH:20][N:19]=1. (9) Given the reactants [CH2:1]([O:8][C:9]([NH:11][C@H:12]([C:14]([OH:16])=O)[CH3:13])=[O:10])[C:2]1[CH:7]=[CH:6][CH:5]=[CH:4][CH:3]=1.Cl.[CH3:18][O:19][NH:20][CH3:21].Cl.C(N=C=NCCCN(C)C)C.C(N(CC)C(C)C)(C)C.Cl, predict the reaction product. The product is: [CH3:18][O:19][N:20]([CH3:21])[C:14](=[O:16])[C@@H:12]([NH:11][C:9](=[O:10])[O:8][CH2:1][C:2]1[CH:3]=[CH:4][CH:5]=[CH:6][CH:7]=1)[CH3:13]. (10) Given the reactants [Br:1][C:2]1[CH:3]=[CH:4][C:5]2[C:13](=[O:14])[C:12](=[O:15])[C:11]3[N:10]([CH3:16])[C:9]([CH2:17]Br)=[C:8]([C:19]([O:21][CH2:22][CH3:23])=[O:20])[C:7]=3[C:6]=2[CH:24]=1.[CH:25]([NH2:28])([CH3:27])[CH3:26], predict the reaction product. The product is: [Br:1][C:2]1[CH:3]=[CH:4][C:5]2[C:13](=[O:14])[C:12](=[O:15])[C:11]3[N:10]([CH3:16])[C:9]([CH2:17][NH:28][CH:25]([CH3:27])[CH3:26])=[C:8]([C:19]([O:21][CH2:22][CH3:23])=[O:20])[C:7]=3[C:6]=2[CH:24]=1.